This data is from HIV replication inhibition screening data with 41,000+ compounds from the AIDS Antiviral Screen. The task is: Binary Classification. Given a drug SMILES string, predict its activity (active/inactive) in a high-throughput screening assay against a specified biological target. (1) The molecule is c1ccc(COCC2OC(c3ccccc3)CC(OCc3ccccc3)C2OCc2ccccc2)cc1. The result is 0 (inactive). (2) The compound is O=C(Cc1nc2ccccc2s1)C(=O)Nc1ccc(Cl)cc1Cl. The result is 0 (inactive). (3) The drug is Fc1cccc(Cl)c1C1SCc2nc3cc4ccccc4cc3n21. The result is 0 (inactive). (4) The molecule is c1ccc2c(c1)oc1ccc3nsnc3c12. The result is 0 (inactive). (5) The compound is CCc1c(O)c(O)c(C(C)=O)c2c(O)c(-c3c(C)cc4c(CC)c(O)c(O)c(C(C)=O)c4c3O)c(C)cc12. The result is 0 (inactive). (6) The molecule is CCN(CC)C(=O)Oc1ccc(COC(C)=O)nc1. The result is 0 (inactive).